Dataset: Reaction yield outcomes from USPTO patents with 853,638 reactions. Task: Predict the reaction yield, written as a fraction of the theoretical maximum amount of product (1.0 means a 100% yield; for example, 0.34 means a 34% yield). (1) The reactants are Cl[C:2]1[N:3]=[C:4]([N:14]2[CH2:19][CH2:18][O:17][CH2:16][CH2:15]2)[C:5]2[S:10][C:9]([CH2:11][NH:12][CH3:13])=[CH:8][C:6]=2[N:7]=1.C([O:23][C:24]([CH3:29])([CH3:28])[C:25](Cl)=[O:26])(=O)C.CC1(C)C(C)(C)OB([C:38]2[CH:46]=[CH:45][CH:44]=[C:43]3[C:39]=2[CH:40]=[N:41][NH:42]3)O1.CO. The catalyst is C1COCC1. The product is [NH:42]1[C:43]2[C:39](=[C:38]([C:2]3[N:3]=[C:4]([N:14]4[CH2:19][CH2:18][O:17][CH2:16][CH2:15]4)[C:5]4[S:10][C:9]([CH2:11][N:12]([CH3:13])[C:25](=[O:26])[C:24]([OH:23])([CH3:28])[CH3:29])=[CH:8][C:6]=4[N:7]=3)[CH:46]=[CH:45][CH:44]=2)[CH:40]=[N:41]1. The yield is 0.520. (2) The reactants are [H-].[Na+].[C:3]1([NH:9][C:10]2[CH:19]=[CH:18][C:13]([C:14]([O:16]C)=[O:15])=[CH:12][CH:11]=2)[CH:8]=[CH:7][CH:6]=[CH:5][CH:4]=1.[CH3:20]I. The catalyst is C1COCC1.O. The product is [CH3:20][N:9]([C:3]1[CH:8]=[CH:7][CH:6]=[CH:5][CH:4]=1)[C:10]1[CH:19]=[CH:18][C:13]([C:14]([OH:16])=[O:15])=[CH:12][CH:11]=1. The yield is 0.400. (3) The reactants are [F:1][C:2]1[CH:3]=[C:4]([C:27]2[C:28]([C:33]#[N:34])=[CH:29][CH:30]=[CH:31][CH:32]=2)[CH:5]=[CH:6][C:7]=1[CH2:8][C:9]1[C:14](=[O:15])[N:13]([C:16]2[CH:21]=[CH:20][C:19]([OH:22])=[CH:18][CH:17]=2)[C:12]([CH3:23])=[N:11][C:10]=1[CH2:24][CH2:25][CH3:26].[Si](O[CH:43]1[CH2:48][CH2:47][CH:46]([OH:49])[CH2:45][CH2:44]1)(C(C)(C)C)(C)C.C1(P(C2C=CC=CC=2)C2C=CC=CC=2)C=CC=CC=1.[N:70]([C:71]([O:73]C(C)C)=[O:72])=[N:70][C:71]([O:73]C(C)C)=[O:72]. The catalyst is O1CCCC1.O.C(OCC)(=O)C. The product is [F:1][C:2]1[CH:3]=[C:4]([C:27]2[CH:32]=[CH:31][CH:30]=[CH:29][C:28]=2[C:33]2[NH:70][C:71](=[O:72])[O:73][N:34]=2)[CH:5]=[CH:6][C:7]=1[CH2:8][C:9]1[C:14](=[O:15])[N:13]([C:16]2[CH:21]=[CH:20][C:19]([O:22][CH:43]3[CH2:44][CH2:45][CH:46]([OH:49])[CH2:47][CH2:48]3)=[CH:18][CH:17]=2)[C:12]([CH3:23])=[N:11][C:10]=1[CH2:24][CH2:25][CH3:26]. The yield is 0.430. (4) The reactants are [I:1][C:2]1[CH:7]=[CH:6][C:5]([NH:8][C:9]([NH:11][C:12]2[CH:17]=[CH:16][C:15]([CH3:18])=[CH:14][CH:13]=2)=[S:10])=[CH:4][CH:3]=1.BrBr.S(=O)(O)O.[OH-].[NH4+]. The catalyst is C(Cl)(Cl)Cl. The product is [I:1][C:2]1[CH:7]=[CH:6][C:5]([NH:8][C:9]2[S:10][C:17]3[CH:16]=[C:15]([CH3:18])[CH:14]=[CH:13][C:12]=3[N:11]=2)=[CH:4][CH:3]=1. The yield is 0.970. (5) The reactants are [CH2:1]([O:8][C:9]1[CH:10]=[CH:11][C:12]([CH2:15]Cl)=[N:13][CH:14]=1)[C:2]1[CH:7]=[CH:6][CH:5]=[CH:4][CH:3]=1.O.[C-:18]#[N:19].[Na+]. The catalyst is C(O)C. The product is [CH2:1]([O:8][C:9]1[CH:10]=[CH:11][C:12]([CH2:15][C:18]#[N:19])=[N:13][CH:14]=1)[C:2]1[CH:7]=[CH:6][CH:5]=[CH:4][CH:3]=1. The yield is 0.870. (6) The reactants are [F:1][C:2]1[CH:7]=[C:6]([I:8])[CH:5]=[CH:4][C:3]=1[NH:9][C:10]1[C:11]([C:18]([OH:20])=O)=[N:12][N:13]([CH3:17])[C:14](=[O:16])[CH:15]=1.ON1C2C=CC=CC=2N=N1.Cl.CN(C)CCCN=C=NCC.[OH:43][C:44]1([C@@H:48]([NH:50][C:51](=[O:57])[O:52][C:53]([CH3:56])([CH3:55])[CH3:54])[CH3:49])[CH2:47][NH:46][CH2:45]1. The catalyst is CN(C=O)C.C(N(CC)CC)C. The product is [F:1][C:2]1[CH:7]=[C:6]([I:8])[CH:5]=[CH:4][C:3]=1[NH:9][C:10]1[C:11]([C:18]([N:46]2[CH2:47][C:44]([C@@H:48]([NH:50][C:51](=[O:57])[O:52][C:53]([CH3:56])([CH3:55])[CH3:54])[CH3:49])([OH:43])[CH2:45]2)=[O:20])=[N:12][N:13]([CH3:17])[C:14](=[O:16])[CH:15]=1. The yield is 0.730. (7) The reactants are [Na].[CH3:2][C:3](=[O:9])[CH2:4][C:5](=[O:8])[CH2:6][CH3:7].Br[CH2:11][C:12]([C:14]1[CH:22]=[CH:21][CH:20]=[C:19]2[C:15]=1[CH2:16][CH2:17][CH2:18]2)=[O:13].O. The catalyst is C1(C)C=CC=CC=1. The product is [C:3]([CH:4]([C:5](=[O:8])[CH2:6][CH3:7])[CH2:11][C:12]([C:14]1[CH:22]=[CH:21][CH:20]=[C:19]2[C:15]=1[CH2:16][CH2:17][CH2:18]2)=[O:13])(=[O:9])[CH3:2]. The yield is 0.391.